From a dataset of Forward reaction prediction with 1.9M reactions from USPTO patents (1976-2016). Predict the product of the given reaction. (1) Given the reactants [C:1]([C:5]1[CH:10]=[CH:9][C:8](B(O)O)=[CH:7][CH:6]=1)([CH3:4])([CH3:3])[CH3:2].Br[C:15]1[CH:20]=[CH:19][CH:18]=[CH:17][N:16]=1.C([O-])([O-])=O.[K+].[K+].C(O)C, predict the reaction product. The product is: [C:1]([C:5]1[CH:10]=[CH:9][C:8]([C:15]2[CH:20]=[CH:19][CH:18]=[CH:17][N:16]=2)=[CH:7][CH:6]=1)([CH3:4])([CH3:3])[CH3:2]. (2) Given the reactants FC(F)(F)C(O)=O.C(OC([N:15]1[CH2:20][CH2:19][O:18][C@H:17]([C:21]2[CH:26]=[CH:25][C:24]([NH:27][C:28]([C:30]3[N:31]([CH3:41])[N:32]=[C:33]([C:35]4[CH:40]=[CH:39][CH:38]=[CH:37][CH:36]=4)[CH:34]=3)=[O:29])=[C:23]([F:42])[CH:22]=2)[CH2:16]1)=O)(C)(C)C.[OH-].[Na+], predict the reaction product. The product is: [F:42][C:23]1[CH:22]=[C:21]([C@H:17]2[O:18][CH2:19][CH2:20][NH:15][CH2:16]2)[CH:26]=[CH:25][C:24]=1[NH:27][C:28]([C:30]1[N:31]([CH3:41])[N:32]=[C:33]([C:35]2[CH:36]=[CH:37][CH:38]=[CH:39][CH:40]=2)[CH:34]=1)=[O:29].